This data is from Reaction yield outcomes from USPTO patents with 853,638 reactions. The task is: Predict the reaction yield, written as a fraction of the theoretical maximum amount of product (1.0 means a 100% yield; for example, 0.34 means a 34% yield). The reactants are N#N.[CH3:3][O:4][C:5](=[O:12])[CH2:6][C:7]1[S:8][CH:9]=[CH:10][CH:11]=1.[Br:13]N1C(=O)CCC1=O. The catalyst is C(Cl)(Cl)Cl.C(O)(=O)C. The product is [CH3:3][O:4][C:5](=[O:12])[CH2:6][C:7]1[S:8][C:9]([Br:13])=[CH:10][CH:11]=1. The yield is 0.810.